From a dataset of Full USPTO retrosynthesis dataset with 1.9M reactions from patents (1976-2016). Predict the reactants needed to synthesize the given product. (1) Given the product [CH:15]1([N:12]2[CH:13]=[C:9]([B:4]3[O:5][C:6]([CH3:7])([CH3:8])[C:2]([CH3:14])([CH3:1])[O:3]3)[CH:10]=[N:11]2)[CH2:19][CH2:18][CH2:17][CH2:16]1, predict the reactants needed to synthesize it. The reactants are: [CH3:1][C:2]1([CH3:14])[C:6]([CH3:8])([CH3:7])[O:5][B:4]([C:9]2[CH:10]=[N:11][NH:12][CH:13]=2)[O:3]1.[CH:15]1(Br)[CH2:19][CH2:18][CH2:17][CH2:16]1.C(=O)([O-])[O-].[Cs+].[Cs+]. (2) The reactants are: [CH2:1]([O:3][C:4]([N:6]1[CH:14]2[CH:9]([C:10](O)([C:15]#[C:16][C:17]3[CH:22]=[CH:21][CH:20]=[CH:19][CH:18]=3)[CH2:11][CH2:12][CH2:13]2)[CH2:8][CH2:7]1)=[O:5])[CH3:2].C(N(CC)CC)C.P(Cl)(Cl)(Cl)=O.[OH-].[Na+].C(O)(=O)CC(CC(O)=O)(C(O)=O)O. Given the product [CH2:1]([O:3][C:4]([N:6]1[CH:14]2[C:9](=[C:10]([C:15]#[C:16][C:17]3[CH:22]=[CH:21][CH:20]=[CH:19][CH:18]=3)[CH2:11][CH2:12][CH2:13]2)[CH2:8][CH2:7]1)=[O:5])[CH3:2], predict the reactants needed to synthesize it. (3) The reactants are: [C:1]1(=O)[CH2:4][CH2:3][CH2:2]1.[Br:6][C:7]1[CH:8]=[CH:9][C:10]([CH:13]([C:16]2[CH:26]=[CH:25][C:19]3[CH2:20][CH2:21][NH:22][CH2:23][CH2:24][C:18]=3[CH:17]=2)[C:14]#[N:15])=[N:11][CH:12]=1.C(O[BH-](OC(=O)C)OC(=O)C)(=O)C.[Na+]. Given the product [Br:6][C:7]1[CH:8]=[CH:9][C:10]([CH:13]([C:16]2[CH:26]=[CH:25][C:19]3[CH2:20][CH2:21][N:22]([CH:1]4[CH2:4][CH2:3][CH2:2]4)[CH2:23][CH2:24][C:18]=3[CH:17]=2)[C:14]#[N:15])=[N:11][CH:12]=1, predict the reactants needed to synthesize it. (4) The reactants are: [CH2:1]([O:8][C@H:9]1[C@:15]2([C:17]3[CH:22]=[CH:21][C:20]([Cl:23])=[C:19]([CH2:24][C:25]4[CH:30]=[CH:29][C:28]([O:31][CH2:32][CH3:33])=[CH:27][CH:26]=4)[CH:18]=3)[O:16][C@@:12]3([CH2:34][O:35]C(C4C=CC=CC=4)[O:37][C@H:11]3[C@@H:10]1[O:44][CH2:45][C:46]1[CH:51]=[CH:50][CH:49]=[CH:48][CH:47]=1)[CH2:13][O:14]2)[C:2]1[CH:7]=[CH:6][CH:5]=[CH:4][CH:3]=1.O.C1(C)C=CC(S(O)(=O)=O)=CC=1.[Na]. Given the product [CH2:45]([O:44][C@@H:10]1[C@@H:9]([O:8][CH2:1][C:2]2[CH:3]=[CH:4][CH:5]=[CH:6][CH:7]=2)[C@:15]2([C:17]3[CH:22]=[CH:21][C:20]([Cl:23])=[C:19]([CH2:24][C:25]4[CH:26]=[CH:27][C:28]([O:31][CH2:32][CH3:33])=[CH:29][CH:30]=4)[CH:18]=3)[O:16][C@@:12]([CH2:34][OH:35])([CH2:13][O:14]2)[C@H:11]1[OH:37])[C:46]1[CH:51]=[CH:50][CH:49]=[CH:48][CH:47]=1, predict the reactants needed to synthesize it. (5) Given the product [C:43]([CH2:42][CH2:41][NH:40][CH2:39][C:35]1[CH:34]=[C:33]([C:2]2[CH:3]=[C:4]3[C:8](=[C:9]([C:11]([NH2:13])=[O:12])[CH:10]=2)[NH:7][CH:6]=[C:5]3[CH:14]2[CH2:15][CH2:16][N:17]([S:20]([CH2:23][CH3:24])(=[O:22])=[O:21])[CH2:18][CH2:19]2)[CH:38]=[N:37][CH:36]=1)#[N:44], predict the reactants needed to synthesize it. The reactants are: Br[C:2]1[CH:3]=[C:4]2[C:8](=[C:9]([C:11]([NH2:13])=[O:12])[CH:10]=1)[NH:7][CH:6]=[C:5]2[CH:14]1[CH2:19][CH2:18][N:17]([S:20]([CH2:23][CH3:24])(=[O:22])=[O:21])[CH2:16][CH2:15]1.CC1(C)C(C)(C)OB([C:33]2[CH:34]=[C:35]([CH2:39][NH:40][CH2:41][CH2:42][C:43]#[N:44])[CH:36]=[N:37][CH:38]=2)O1.O1CCOCC1.C(=O)([O-])[O-].[K+].[K+]. (6) The reactants are: [CH2:1]([Al](C[CH:11]([CH3:13])[CH3:12])CC(C)C)[CH:2](C)C.[CH2:14]=[CH2:15].[CH2:16](O)[CH3:17].[CH3:19]O. Given the product [CH2:1]=[CH2:2].[CH2:14]=[CH:15][CH2:19][CH2:16][CH2:17][CH2:13][CH2:11][CH3:12], predict the reactants needed to synthesize it.